From a dataset of Catalyst prediction with 721,799 reactions and 888 catalyst types from USPTO. Predict which catalyst facilitates the given reaction. Reactant: F[C:2]1[CH:9]=[CH:8][C:5]([CH:6]=[O:7])=[C:4]([C:10]([F:13])([F:12])[F:11])[CH:3]=1.[CH3:14][S-:15].[Na+]. Product: [CH3:14][S:15][C:2]1[CH:9]=[CH:8][C:5]([CH:6]=[O:7])=[C:4]([C:10]([F:13])([F:12])[F:11])[CH:3]=1. The catalyst class is: 3.